Dataset: Reaction yield outcomes from USPTO patents with 853,638 reactions. Task: Predict the reaction yield, written as a fraction of the theoretical maximum amount of product (1.0 means a 100% yield; for example, 0.34 means a 34% yield). (1) The reactants are Cl.[NH2:2][CH2:3][CH2:4][O:5][C:6]1[C:15]2[C:10](=[CH:11][CH:12]=[CH:13][CH:14]=2)[C:9](=[O:16])[NH:8][C:7]=1[C:17]1[CH:22]=[CH:21][CH:20]=[CH:19][CH:18]=1.[CH2:23]=O. The catalyst is C(O)=O. The product is [CH3:23][NH:2][CH2:3][CH2:4][O:5][C:6]1[C:15]2[C:10](=[CH:11][CH:12]=[CH:13][CH:14]=2)[C:9](=[O:16])[NH:8][C:7]=1[C:17]1[CH:22]=[CH:21][CH:20]=[CH:19][CH:18]=1. The yield is 0.510. (2) The reactants are [C:1]([O:5][C@@H:6]([C:12]1[C:13]([CH3:43])=[N:14][C:15]([CH3:42])=[C:16]([C:26]2[CH:31]=[CH:30][C:29]([O:32][CH2:33][C:34]3[CH:39]=[CH:38][CH:37]=[CH:36][C:35]=3[O:40][CH3:41])=[CH:28][CH:27]=2)[C:17]=1[N:18]1[CH2:23][CH2:22][C:21]([CH3:25])([CH3:24])[CH2:20][CH2:19]1)[C:7]([O:9]CC)=[O:8])([CH3:4])([CH3:3])[CH3:2].[Li+].[OH-]. The catalyst is CCO.O. The product is [C:1]([O:5][C@@H:6]([C:12]1[C:13]([CH3:43])=[N:14][C:15]([CH3:42])=[C:16]([C:26]2[CH:31]=[CH:30][C:29]([O:32][CH2:33][C:34]3[CH:39]=[CH:38][CH:37]=[CH:36][C:35]=3[O:40][CH3:41])=[CH:28][CH:27]=2)[C:17]=1[N:18]1[CH2:19][CH2:20][C:21]([CH3:25])([CH3:24])[CH2:22][CH2:23]1)[C:7]([OH:9])=[O:8])([CH3:4])([CH3:3])[CH3:2]. The yield is 0.720. (3) The reactants are [CH3:1][C:2]([CH3:26])([CH3:25])[C@H:3]([N:11]1[CH2:15][CH2:14][N:13]([CH2:16][C:17]2[CH:22]=[CH:21][CH:20]=[C:19]([CH3:23])[N:18]=2)[C:12]1=[O:24])[C:4]([O:6]C(C)(C)C)=[O:5].FC(F)(F)C(O)=O. The catalyst is ClCCl. The product is [CH3:1][C:2]([CH3:26])([CH3:25])[C@H:3]([N:11]1[CH2:15][CH2:14][N:13]([CH2:16][C:17]2[CH:22]=[CH:21][CH:20]=[C:19]([CH3:23])[N:18]=2)[C:12]1=[O:24])[C:4]([OH:6])=[O:5]. The yield is 0.940. (4) The reactants are C([O:4][CH2:5][C:6]1[C:7]([N:29]2[N:38]=[CH:37][C:36]3[C:31](=[C:32]([F:43])[CH:33]=[C:34]([C:39]([CH3:42])([CH3:41])[CH3:40])[CH:35]=3)[C:30]2=[O:44])=[N:8][CH:9]=[CH:10][C:11]=1[C:12]1[CH:17]=[C:16]([NH:18][C:19]2[CH:23]=[C:22]([CH2:24][CH3:25])[N:21]([CH3:26])[N:20]=2)[C:15](=[O:27])[N:14]([CH3:28])[CH:13]=1)(=O)C.[OH-].[Li+].O. The catalyst is C1COCC1.C(O)(C)C.O. The product is [C:39]([C:34]1[CH:35]=[C:36]2[C:31](=[C:32]([F:43])[CH:33]=1)[C:30](=[O:44])[N:29]([C:7]1[C:6]([CH2:5][OH:4])=[C:11]([C:12]3[CH:17]=[C:16]([NH:18][C:19]4[CH:23]=[C:22]([CH2:24][CH3:25])[N:21]([CH3:26])[N:20]=4)[C:15](=[O:27])[N:14]([CH3:28])[CH:13]=3)[CH:10]=[CH:9][N:8]=1)[N:38]=[CH:37]2)([CH3:40])([CH3:41])[CH3:42]. The yield is 0.350. (5) The reactants are [CH3:1][O:2][C:3]([C:5]1[C:22]([NH:23][C:24]2[CH:29]=[CH:28][C:27]([Br:30])=[CH:26][C:25]=2[Cl:31])=[C:21]([F:32])[C:8]2[N:9]=[CH:10][N:11]([CH2:12][CH2:13][C:14]([O:16]C(C)(C)C)=[O:15])[C:7]=2[CH:6]=1)=[O:4].[C:33]([OH:39])([C:35]([F:38])([F:37])[F:36])=[O:34]. The catalyst is C(Cl)Cl. The product is [OH:39][C:33]([C:35]([F:38])([F:37])[F:36])=[O:34].[CH3:1][O:2][C:3]([C:5]1[C:22]([NH:23][C:24]2[CH:29]=[CH:28][C:27]([Br:30])=[CH:26][C:25]=2[Cl:31])=[C:21]([F:32])[C:8]2[N:9]=[CH:10][N:11]([CH2:12][CH2:13][C:14]([OH:16])=[O:15])[C:7]=2[CH:6]=1)=[O:4]. The yield is 0.880. (6) The reactants are O=P(Cl)(Cl)Cl.[CH3:6]N(C=O)C.C(O[CH:14](OCC)[CH2:15][O:16][CH2:17][C:18]1[CH:23]=[CH:22][CH:21]=[CH:20][CH:19]=1)C.C([O-])([O-])=O.[Na+].[Na+].C[O-].[Na+].[NH:36]([CH2:38][CH2:39][OH:40])[NH2:37]. The catalyst is C(Cl)(Cl)Cl. The product is [CH2:17]([O:16][C:15]1[CH:14]=[N:37][N:36]([CH2:38][CH2:39][OH:40])[CH:6]=1)[C:18]1[CH:19]=[CH:20][CH:21]=[CH:22][CH:23]=1. The yield is 0.130. (7) The reactants are [CH:1]1[C:11]2[C:10]3=[CH:12][C:13]4[CH:14]=[CH:15][C:16]([C:19]([OH:21])=[O:20])=[CH:17][C:18]=4[N:9]3[CH2:8][C:7]([C:22](O)=[O:23])=[CH:6][C:5]=2[CH:4]=[CH:3][CH:2]=1.[CH3:25]CN(C(C)C)C(C)C.CN(C(ON1N=N[C:44]2[CH:45]=[CH:46][CH:47]=[CH:48][C:43]1=2)=[N+](C)C)C.[B-](F)(F)(F)F.[NH3:56].Cl. The catalyst is CN(C=O)C. The product is [NH2:56][C:22]([C:7]1[CH2:8][N:9]2[C:18]3[CH:17]=[C:16]([C:19]([O:21][CH3:25])=[O:20])[CH:15]=[CH:14][C:13]=3[C:12]([CH:43]3[CH2:48][CH2:47][CH2:46][CH2:45][CH2:44]3)=[C:10]2[C:11]2[CH:1]=[CH:2][CH:3]=[CH:4][C:5]=2[CH:6]=1)=[O:23]. The yield is 0.820.